Dataset: Aqueous solubility values for 9,982 compounds from the AqSolDB database. Task: Regression/Classification. Given a drug SMILES string, predict its absorption, distribution, metabolism, or excretion properties. Task type varies by dataset: regression for continuous measurements (e.g., permeability, clearance, half-life) or binary classification for categorical outcomes (e.g., BBB penetration, CYP inhibition). For this dataset (solubility_aqsoldb), we predict Y. (1) The compound is O=C(O)CCCOc1ccc(Cl)cc1. The Y is -3.29 log mol/L. (2) The drug is CC1NC(=O)c2ccccc2NC1=O. The Y is -2.38 log mol/L. (3) The Y is -0.654 log mol/L. The compound is C=C(CC(=O)OC)C(=O)OC. (4) The molecule is O=Cc1ccc(Cl)cc1. The Y is -2.18 log mol/L. (5) The molecule is CCOc1nc2cccc(C(=O)O)c2n1Cc1ccc(-c2ccccc2-c2nn[nH]n2)cc1. The Y is -6.50 log mol/L. (6) The compound is COc1ccc2cc(C(C)C(=O)OC(C)OC(=O)C(N)Cc3ccccc3)ccc2c1. The Y is -3.50 log mol/L. (7) The drug is ON=C(C(=NO)c1ccccc1)c1ccccc1. The Y is -5.90 log mol/L.